Dataset: Catalyst prediction with 721,799 reactions and 888 catalyst types from USPTO. Task: Predict which catalyst facilitates the given reaction. Reactant: Br[C:2]1[C:3](=[O:10])[N:4]([CH3:9])[CH:5]=[C:6]([Br:8])[CH:7]=1.[CH3:11][N:12]1[C:16]([CH3:17])=[CH:15][C:14]([NH2:18])=[N:13]1.C(=O)([O-])[O-].[Cs+].[Cs+].CC1(C)C2C(=C(P(C3C=CC=CC=3)C3C=CC=CC=3)C=CC=2)OC2C(P(C3C=CC=CC=3)C3C=CC=CC=3)=CC=CC1=2. Product: [Br:8][C:6]1[CH:7]=[C:2]([NH:18][C:14]2[CH:15]=[C:16]([CH3:17])[N:12]([CH3:11])[N:13]=2)[C:3](=[O:10])[N:4]([CH3:9])[CH:5]=1. The catalyst class is: 102.